Dataset: Forward reaction prediction with 1.9M reactions from USPTO patents (1976-2016). Task: Predict the product of the given reaction. (1) Given the reactants [CH:1]1[C:14]2[C:5](=[N:6][CH:7]=[C:8]3[C:13]=2[CH:12]=[CH:11][CH:10]=[CH:9]3)[CH:4]=[CH:3][CH:2]=1.[Br:15][CH2:16][CH2:17]Br.[K+].[Br-], predict the reaction product. The product is: [Br-:15].[Br:15][CH2:16][CH2:17][C:1]1[C:14]2[C:5](=[NH+:6][CH:7]=[C:8]3[C:13]=2[CH:12]=[CH:11][CH:10]=[CH:9]3)[CH:4]=[CH:3][CH:2]=1. (2) Given the reactants [CH3:1][C:2]1[S:3][CH:4]=[C:5]([C:7]#[C:8][CH2:9][O:10][CH:11]2[CH2:16][CH2:15][CH2:14][CH2:13][O:12]2)[CH:6]=1, predict the reaction product. The product is: [CH3:1][C:2]1[S:3][CH:4]=[C:5]([CH2:7][CH2:8][CH2:9][O:10][CH:11]2[CH2:16][CH2:15][CH2:14][CH2:13][O:12]2)[CH:6]=1. (3) Given the reactants [NH2:1][C:2]1[CH:3]=[C:4]2[C:8](=[CH:9][CH:10]=1)[N:7]([C:11]1[CH:19]=[CH:18][C:14]([C:15](O)=[O:16])=[CH:13][CH:12]=1)[CH:6]=[CH:5]2.[NH2:20][C:21]1[CH:29]=[C:28]2[C:24]([CH:25]=[CH:26][NH:27]2)=[CH:23][CH:22]=1.[O:30]1[CH2:35][CH2:34][N:33]([CH2:36][CH2:37][N:38]2[C:46]3[C:41](=[CH:42][C:43]([C:47]([OH:49])=O)=[CH:44][CH:45]=3)[CH:40]=[CH:39]2)[CH2:32][CH2:31]1, predict the reaction product. The product is: [NH:27]1[C:28]2[C:24](=[CH:23][CH:22]=[C:21]([NH:20][C:15]([C:14]3[CH:18]=[CH:19][C:11]([N:7]4[C:8]5[C:4](=[CH:3][C:2]([NH:1][C:47]([C:43]6[CH:42]=[C:41]7[C:46](=[CH:45][CH:44]=6)[N:38]([CH2:37][CH2:36][N:33]6[CH2:32][CH2:31][O:30][CH2:35][CH2:34]6)[CH:39]=[CH:40]7)=[O:49])=[CH:10][CH:9]=5)[CH:5]=[CH:6]4)=[CH:12][CH:13]=3)=[O:16])[CH:29]=2)[CH:25]=[CH:26]1. (4) Given the reactants [CH3:1][O:2][C:3]1[CH:4]=[C:5]2[C:9](=[CH:10][C:11]=1[OH:12])[NH:8][CH:7]=[C:6]2[C:13]1[N:21]([S:22]([C:25]2[CH:30]=[CH:29][C:28]([CH3:31])=[CH:27][CH:26]=2)(=[O:24])=[O:23])[C:16]2=[N:17][CH:18]=[CH:19][CH:20]=[C:15]2[CH:14]=1.C(=O)([O-])[O-].[K+].[K+].Br[CH2:39][C:40]([O:42][CH3:43])=[O:41].C1CCCCC1.[C:50]([O:53]CC)(=[O:52])[CH3:51], predict the reaction product. The product is: [CH3:1][O:2][C:3]1[CH:4]=[C:5]2[C:9](=[CH:10][C:11]=1[O:12][CH2:51][C:50]([OH:53])=[O:52])[N:8]([CH2:39][C:40]([O:42][CH3:43])=[O:41])[CH:7]=[C:6]2[C:13]1[N:21]([S:22]([C:25]2[CH:30]=[CH:29][C:28]([CH3:31])=[CH:27][CH:26]=2)(=[O:24])=[O:23])[C:16]2=[N:17][CH:18]=[CH:19][CH:20]=[C:15]2[CH:14]=1. (5) Given the reactants [CH3:1][O:2][C:3]1[CH:18]=[C:17]([O:19][CH3:20])[CH:16]=[CH:15][C:4]=1[CH2:5][N:6]1[C:10](=[O:11])[CH2:9][CH:8]([C:12]([OH:14])=O)[CH2:7]1.[CH2:21]([C@H:28]1[CH2:32][O:31][C:30](=[O:33])[NH:29]1)[C:22]1[CH:27]=[CH:26][CH:25]=[CH:24][CH:23]=1.CCN=C=NCCCN(C)C.Cl, predict the reaction product. The product is: [CH2:21]([C@H:28]1[CH2:32][O:31][C:30](=[O:33])[N:29]1[C:12]([C@H:8]1[CH2:9][C:10](=[O:11])[N:6]([CH2:5][C:4]2[CH:15]=[CH:16][C:17]([O:19][CH3:20])=[CH:18][C:3]=2[O:2][CH3:1])[CH2:7]1)=[O:14])[C:22]1[CH:23]=[CH:24][CH:25]=[CH:26][CH:27]=1. (6) Given the reactants Cl[C:2]1[N:7]=[CH:6][N:5]=[C:4]([N:8]([CH2:16][C:17]2[CH:22]=[CH:21][C:20]([S:23][C:24]([CH3:33])([CH3:32])[C:25]([O:27][C:28]([CH3:31])([CH3:30])[CH3:29])=[O:26])=[CH:19][CH:18]=2)[CH2:9][C:10]2[N:11]([CH3:15])[CH:12]=[CH:13][N:14]=2)[CH:3]=1.[F:34][C:35]([F:44])([F:43])[C:36]1[CH:42]=[CH:41][C:39]([NH2:40])=[CH:38][CH:37]=1.[Cl-].C(C1C=CC=C(C(C)C)C=1[N+]1C=CN(C2C(C(C)C)=CC=CC=2C(C)C)C=1)(C)C.CC(C)([O-])C.[K+], predict the reaction product. The product is: [CH3:32][C:24]([S:23][C:20]1[CH:21]=[CH:22][C:17]([CH2:16][N:8]([CH2:9][C:10]2[N:11]([CH3:15])[CH:12]=[CH:13][N:14]=2)[C:4]2[CH:3]=[C:2]([NH:40][C:39]3[CH:41]=[CH:42][C:36]([C:35]([F:34])([F:43])[F:44])=[CH:37][CH:38]=3)[N:7]=[CH:6][N:5]=2)=[CH:18][CH:19]=1)([CH3:33])[C:25]([O:27][C:28]([CH3:31])([CH3:30])[CH3:29])=[O:26]. (7) Given the reactants C(OC(=O)[NH:7][C:8]1([CH2:16][CH2:17][C:18]2[CH:23]=[CH:22][C:21]([O:24][CH2:25][CH2:26][CH2:27][C:28]3[CH:33]=[CH:32][C:31]([S:34][CH3:35])=[CH:30][CH:29]=3)=[C:20]([C:36]([F:39])([F:38])[F:37])[CH:19]=2)[CH2:13][O:12]C(C)(C)[O:10][CH2:9]1)(C)(C)C.[ClH:41], predict the reaction product. The product is: [ClH:41].[NH2:7][C:8]([CH2:16][CH2:17][C:18]1[CH:23]=[CH:22][C:21]([O:24][CH2:25][CH2:26][CH2:27][C:28]2[CH:29]=[CH:30][C:31]([S:34][CH3:35])=[CH:32][CH:33]=2)=[C:20]([C:36]([F:39])([F:37])[F:38])[CH:19]=1)([CH2:13][OH:12])[CH2:9][OH:10]. (8) The product is: [Br:11][C:12]1[CH:17]=[CH:16][C:15]([C@:18]([NH:42][C@H:43]([CH:49]=[O:50])[CH2:44][C:45]([F:48])([CH3:47])[CH3:46])([C:38]([F:41])([F:40])[F:39])[C:19]#[C:20][CH2:21][CH2:22][CH2:23][C@H:24]2[CH2:28][O:27][C:26]([CH3:29])([CH3:30])[N:25]2[C:31]([O:33][C:34]([CH3:37])([CH3:36])[CH3:35])=[O:32])=[CH:14][CH:13]=1. Given the reactants C(Cl)(=O)C(Cl)=O.CS(C)=O.[Br:11][C:12]1[CH:17]=[CH:16][C:15]([C@:18]([NH:42][C@H:43]([CH2:49][OH:50])[CH2:44][C:45]([F:48])([CH3:47])[CH3:46])([C:38]([F:41])([F:40])[F:39])[C:19]#[C:20][CH2:21][CH2:22][CH2:23][C@H:24]2[CH2:28][O:27][C:26]([CH3:30])([CH3:29])[N:25]2[C:31]([O:33][C:34]([CH3:37])([CH3:36])[CH3:35])=[O:32])=[CH:14][CH:13]=1.C(N(CC)CC)C, predict the reaction product.